Dataset: Full USPTO retrosynthesis dataset with 1.9M reactions from patents (1976-2016). Task: Predict the reactants needed to synthesize the given product. (1) Given the product [NH:8]1[CH2:9][CH:10]=[C:11]([C:14]2[CH:23]=[CH:22][C:21]3[C:16](=[CH:17][CH:18]=[CH:19][CH:20]=3)[N:15]=2)[CH2:12][CH2:13]1, predict the reactants needed to synthesize it. The reactants are: C(OC([N:8]1[CH2:13][CH:12]=[C:11]([C:14]2[CH:23]=[CH:22][C:21]3[C:16](=[CH:17][CH:18]=[CH:19][CH:20]=3)[N:15]=2)[CH2:10][CH2:9]1)=O)(C)(C)C.FC(F)(F)C(O)=O. (2) The reactants are: C[O:2][C:3](=O)[C@@H:4]([O:6][C:7]1[C:16]([N+:17]([O-])=O)=[CH:15][C:10]([C:11]([O:13][CH3:14])=[O:12])=[CH:9][N:8]=1)[CH3:5]. Given the product [CH3:5][C@@H:4]1[O:6][C:7]2[N:8]=[CH:9][C:10]([C:11]([O:13][CH3:14])=[O:12])=[CH:15][C:16]=2[NH:17][C:3]1=[O:2], predict the reactants needed to synthesize it.